Dataset: Catalyst prediction with 721,799 reactions and 888 catalyst types from USPTO. Task: Predict which catalyst facilitates the given reaction. Reactant: [C:1]([O:5][C:6]([NH:8][C:9]1[C:10]([NH:20][C:21]([C:23]2[CH:40]=[CH:39][C:26]([CH2:27][NH:28]C(=O)OCC3C=CC=CC=3)=[CH:25][CH:24]=2)=[O:22])=[N:11][N:12]([C:14]2[CH:19]=[CH:18][CH:17]=[CH:16][CH:15]=2)[CH:13]=1)=[O:7])([CH3:4])([CH3:3])[CH3:2]. Product: [NH2:28][CH2:27][C:26]1[CH:25]=[CH:24][C:23]([C:21]([NH:20][C:10]2[C:9]([NH:8][C:6](=[O:7])[O:5][C:1]([CH3:4])([CH3:3])[CH3:2])=[CH:13][N:12]([C:14]3[CH:19]=[CH:18][CH:17]=[CH:16][CH:15]=3)[N:11]=2)=[O:22])=[CH:40][CH:39]=1. The catalyst class is: 105.